Dataset: Reaction yield outcomes from USPTO patents with 853,638 reactions. Task: Predict the reaction yield, written as a fraction of the theoretical maximum amount of product (1.0 means a 100% yield; for example, 0.34 means a 34% yield). The reactants are [N+:1]([C:4]1[CH:5]=[C:6]2[N:12]=[C:11]([C:13]3[CH:18]=[CH:17][CH:16]=[CH:15][CH:14]=3)[S:10][C:7]2=[N:8][CH:9]=1)([O-])=O. The catalyst is Cl.CO.[Fe]. The product is [C:13]1([C:11]2[S:10][C:7]3[C:6]([N:12]=2)=[CH:5][C:4]([NH2:1])=[CH:9][N:8]=3)[CH:14]=[CH:15][CH:16]=[CH:17][CH:18]=1. The yield is 0.980.